This data is from Full USPTO retrosynthesis dataset with 1.9M reactions from patents (1976-2016). The task is: Predict the reactants needed to synthesize the given product. Given the product [F:1][C:2]1[CH:7]=[CH:6][C:5]([CH3:8])=[C:4]([N:9]2[CH2:14][CH2:13][O:12][C@H:11]([C@@H:15]([OH:19])[C:16]([NH:21][C:22]3[CH:23]=[CH:24][C:25]([C:28]4[NH:32][C:31](=[O:33])[O:30][N:29]=4)=[CH:26][CH:27]=3)=[O:18])[C:10]2=[O:20])[CH:3]=1, predict the reactants needed to synthesize it. The reactants are: [F:1][C:2]1[CH:7]=[CH:6][C:5]([CH3:8])=[C:4]([N:9]2[CH2:14][CH2:13][O:12][C@H:11]([C@@H:15]([OH:19])[C:16]([OH:18])=O)[C:10]2=[O:20])[CH:3]=1.[NH2:21][C:22]1[CH:27]=[CH:26][C:25]([C:28]2[NH:29][O:30][C:31](=[O:33])[N:32]=2)=[CH:24][CH:23]=1.NC1C=C2C(=CC=1)C(N(C(OC(C)(C)C)=O)C(OC(C)(C)C)=O)=NC=C2.